From a dataset of Forward reaction prediction with 1.9M reactions from USPTO patents (1976-2016). Predict the product of the given reaction. (1) Given the reactants [Cl:1][C:2]1[CH:7]=[C:6]([C:8]#[C:9][C:10]2[N:11]=[C:12]([CH3:15])[NH:13][CH:14]=2)[CH:5]=[CH:4][N:3]=1.[CH3:16][O:17][C:18]1[CH:23]=[CH:22][C:21](B(O)O)=[CH:20][CH:19]=1, predict the reaction product. The product is: [Cl:1][C:2]1[CH:7]=[C:6]([C:8]#[C:9][C:10]2[N:11]=[C:12]([CH3:15])[N:13]([C:21]3[CH:22]=[CH:23][C:18]([O:17][CH3:16])=[CH:19][CH:20]=3)[CH:14]=2)[CH:5]=[CH:4][N:3]=1. (2) Given the reactants [C:1]1([C:7]2[C:16]([C:17]3[CH:22]=[CH:21][CH:20]=[CH:19][CH:18]=3)=[N:15][C:14]3[C:9](=[CH:10][CH:11]=[CH:12][C:13]=3[NH2:23])[N:8]=2)[CH:6]=[CH:5][CH:4]=[CH:3][CH:2]=1.F[C:25]1[CH:30]=[CH:29][C:28]([N+:31]([O-:33])=[O:32])=[CH:27][CH:26]=1.CC(C)([O-])C.[K+], predict the reaction product. The product is: [C:1]1([C:7]2[C:16]([C:17]3[CH:18]=[CH:19][CH:20]=[CH:21][CH:22]=3)=[N:15][C:14]3[C:9](=[CH:10][CH:11]=[CH:12][C:13]=3[NH:23][C:25]3[CH:30]=[CH:29][C:28]([N+:31]([O-:33])=[O:32])=[CH:27][CH:26]=3)[N:8]=2)[CH:2]=[CH:3][CH:4]=[CH:5][CH:6]=1. (3) Given the reactants [NH:1]1[C:9]2[C:4](=[CH:5][CH:6]=[C:7]([CH2:10][OH:11])[CH:8]=2)[CH:3]=[CH:2]1, predict the reaction product. The product is: [NH:1]1[C:9]2[C:4](=[CH:5][CH:6]=[C:7]([CH:10]=[O:11])[CH:8]=2)[CH:3]=[CH:2]1. (4) Given the reactants [O:1]=[C:2]1[CH2:7][CH2:6][CH2:5][CH:4]([C:8]([O:10][CH2:11][CH3:12])=[O:9])[CH2:3]1.C[Si]([N-][Si](C)(C)C)(C)C.[Li+].C1C=CC(N([S:30]([C:33]([F:36])([F:35])[F:34])(=[O:32])=[O:31])[S:30]([C:33]([F:36])([F:35])[F:34])(=[O:32])=[O:31])=CC=1, predict the reaction product. The product is: [F:34][C:33]([F:36])([F:35])[S:30]([O:1][C:2]1[CH2:7][CH2:6][CH2:5][CH:4]([C:8]([O:10][CH2:11][CH3:12])=[O:9])[CH:3]=1)(=[O:32])=[O:31]. (5) Given the reactants COC1C=CC=C(OC)C=1C(N[C@H]1CCC[C@@H]1NC1C=CC(C(F)(F)F)=CN=1)=O.Cl.[NH2:31][C@H:32]1[CH2:36][CH2:35][CH2:34][C@@H:33]1[NH:37][C:38](=[O:50])[C:39]1[CH:44]=[CH:43][CH:42]=[CH:41][C:40]=1[N:45]1[N:49]=[CH:48][CH:47]=[N:46]1.Cl[C:52]1[CH:57]=[N:56][C:55]([C:58]([F:61])([F:60])[F:59])=[CH:54][N:53]=1, predict the reaction product. The product is: [N:49]1[N:45]([C:40]2[CH:41]=[CH:42][CH:43]=[CH:44][C:39]=2[C:38]([NH:37][C@H:33]2[CH2:34][CH2:35][CH2:36][C@@H:32]2[NH:31][C:52]2[CH:57]=[N:56][C:55]([C:58]([F:61])([F:60])[F:59])=[CH:54][N:53]=2)=[O:50])[N:46]=[CH:47][CH:48]=1. (6) Given the reactants [C:1]([C:4]1[C:5]([NH:25][C:26]2[CH:31]=[CH:30][CH:29]=[CH:28][CH:27]=2)=[N:6][N:7]([C:9]2([CH2:22][C:23]#[N:24])[CH2:14][CH2:13][N:12](C(OC(C)(C)C)=O)[CH2:11][CH2:10]2)[CH:8]=1)(=[O:3])[NH2:2].[C:32]([OH:38])([C:34]([F:37])([F:36])[F:35])=[O:33], predict the reaction product. The product is: [F:35][C:34]([F:37])([F:36])[C:32]([O-:38])=[O:33].[C:1]([C:4]1[C:5]([NH:25][C:26]2[CH:31]=[CH:30][CH:29]=[CH:28][CH:27]=2)=[N:6][N:7]([C:9]2([CH2:22][C:23]#[N:24])[CH2:14][CH2:13][NH2+:12][CH2:11][CH2:10]2)[CH:8]=1)(=[O:3])[NH2:2]. (7) The product is: [F:19][C:15]1[CH:16]=[C:17]([F:18])[C:12]2[O:11][C:10]([C:20]([NH2:22])=[O:21])=[C:9]([NH:8][C:6](=[O:7])[C:5]3[CH:23]=[CH:24][CH:25]=[C:3]([C:1]4[NH:28][N:27]=[N:26][N:2]=4)[CH:4]=3)[C:13]=2[CH:14]=1. Given the reactants [C:1]([C:3]1[CH:4]=[C:5]([CH:23]=[CH:24][CH:25]=1)[C:6]([NH:8][C:9]1[C:13]2[CH:14]=[C:15]([F:19])[CH:16]=[C:17]([F:18])[C:12]=2[O:11][C:10]=1[C:20]([NH2:22])=[O:21])=[O:7])#[N:2].[N-:26]=[N+:27]=[N-:28].[Na+].CN1CCCC1=O.Cl, predict the reaction product.